The task is: Predict which catalyst facilitates the given reaction.. This data is from Catalyst prediction with 721,799 reactions and 888 catalyst types from USPTO. (1) Reactant: [O:1]=[C:2]1[CH2:11][CH2:10][C:9]2[C:4](=[CH:5][CH:6]=[C:7]([S:12](Cl)(=[O:14])=[O:13])[CH:8]=2)[O:3]1.[CH3:16][CH:17]1[NH:22][CH:21]([CH3:23])[CH2:20][N:19]([C:24]2[CH:29]=[CH:28][C:27]([O:30][C:31]([F:34])([F:33])[F:32])=[CH:26][CH:25]=2)[CH2:18]1.C([O-])([O-])=[O:36].[K+].[K+].CO. Product: [CH3:23][CH:21]1[CH2:20][N:19]([C:24]2[CH:25]=[CH:26][C:27]([O:30][C:31]([F:34])([F:33])[F:32])=[CH:28][CH:29]=2)[CH2:18][CH:17]([CH3:16])[N:22]1[S:12]([C:7]1[CH:6]=[CH:5][C:4]([OH:3])=[C:9]([CH2:10][CH2:11][C:2]([OH:36])=[O:1])[CH:8]=1)(=[O:14])=[O:13]. The catalyst class is: 10. (2) Reactant: C[O:2][C:3](=[O:15])[C:4]1[CH:9]=[C:8]([O:10][CH3:11])[CH:7]=[C:6]([Br:12])[C:5]=1[O:13][CH3:14].[OH-].[Na+]. Product: [Br:12][C:6]1[C:5]([O:13][CH3:14])=[C:4]([CH:9]=[C:8]([O:10][CH3:11])[CH:7]=1)[C:3]([OH:15])=[O:2]. The catalyst class is: 36. (3) Reactant: [CH3:1][CH:2]([CH3:14])[C@@H:3]([NH:7][C:8]1[CH:9]=[N:10][CH:11]=[CH:12][CH:13]=1)[C:4]([OH:6])=O.[Cl:15][C:16]1[CH:21]=[CH:20][C:19]([C@@:22]2([OH:30])[CH2:27][CH2:26][NH:25][CH2:24][C:23]2([CH3:29])[CH3:28])=[CH:18][CH:17]=1.C(Cl)CCl.C1C=CC2N(O)N=NC=2C=1.CCN(C(C)C)C(C)C. Product: [Cl:15][C:16]1[CH:21]=[CH:20][C:19]([C@@:22]2([OH:30])[CH2:27][CH2:26][N:25]([C:4](=[O:6])[C@H:3]([NH:7][C:8]3[CH:9]=[N:10][CH:11]=[CH:12][CH:13]=3)[CH:2]([CH3:1])[CH3:14])[CH2:24][C:23]2([CH3:28])[CH3:29])=[CH:18][CH:17]=1. The catalyst class is: 3. (4) Reactant: [F:1][C:2]([F:7])([F:6])[C:3]([OH:5])=[O:4].[CH:8]1([N:11]2[C:15]3[C:16]([O:34][C@@H:35]([C@H:37]4[CH2:41][NH:40][C:39](=[O:42])[CH2:38]4)[CH3:36])=[N:17][C:18]([C:20]4[CH:25]=[CH:24][C:23]([N:26]5[CH2:31][CH2:30][NH:29][CH2:28][CH2:27]5)=[C:22]([O:32][CH3:33])[CH:21]=4)=[CH:19][C:14]=3[N:13]=[CH:12]2)[CH2:10][CH2:9]1.C(N(CC)CC)C.C(OC(=O)C)(=O)C. Product: [C:3]([N:29]1[CH2:30][CH2:31][N:26]([C:23]2[CH:24]=[CH:25][C:20]([C:18]3[N:17]=[C:16]([O:34][C@@H:35]([C@H:37]4[CH2:41][NH:40][C:39](=[O:42])[CH2:38]4)[CH3:36])[C:15]4[N:11]([CH:8]5[CH2:10][CH2:9]5)[CH:12]=[N:13][C:14]=4[CH:19]=3)=[CH:21][C:22]=2[O:32][CH3:33])[CH2:27][CH2:28]1)(=[O:4])[CH3:2].[F:1][C:2]([F:7])([F:6])[C:3]([OH:5])=[O:4]. The catalyst class is: 2. (5) Reactant: OC(C(F)(F)F)=O.[NH2:8][C:9]1[N:14]=[CH:13][N:12]=[C:11]2[N:15]([CH2:26][CH2:27][NH:28][CH2:29][C:30]3[CH:35]=[CH:34][CH:33]=[CH:32][CH:31]=3)[N:16]=[C:17]([C:18]3[CH:19]=[C:20]([OH:25])[CH:21]=[C:22]([F:24])[CH:23]=3)[C:10]=12.C(N(CC)CC)C.[C:43](Cl)(=[O:46])[CH2:44][CH3:45]. Product: [NH2:8][C:9]1[N:14]=[CH:13][N:12]=[C:11]2[N:15]([CH2:26][CH2:27][N:28]([CH2:29][C:30]3[CH:35]=[CH:34][CH:33]=[CH:32][CH:31]=3)[C:43](=[O:46])[CH2:44][CH3:45])[N:16]=[C:17]([C:18]3[CH:19]=[C:20]([OH:25])[CH:21]=[C:22]([F:24])[CH:23]=3)[C:10]=12. The catalyst class is: 606. (6) Reactant: [Cl:1][C:2]1[CH:3]=[C:4]([CH:6]=[C:7]([Cl:12])[C:8]=1[CH:9]1[CH2:11][CH2:10]1)[NH2:5].[C:13](N1C=CN=C1)(N1C=CN=C1)=[S:14]. Product: [Cl:1][C:2]1[CH:3]=[C:4]([N:5]=[C:13]=[S:14])[CH:6]=[C:7]([Cl:12])[C:8]=1[CH:9]1[CH2:10][CH2:11]1. The catalyst class is: 4.